Dataset: Full USPTO retrosynthesis dataset with 1.9M reactions from patents (1976-2016). Task: Predict the reactants needed to synthesize the given product. (1) Given the product [CH3:3][C:4]1[O:8][C:7]([C:9]2[CH:10]=[CH:11][CH:12]=[CH:13][CH:14]=2)=[N:6][C:5]=1[CH2:15][O:16][C:17]1[CH:18]=[C:19]([CH:36]=[CH:37][CH:38]=1)[CH2:20][O:21]/[N:22]=[C:23](/[C:30]1[CH:31]=[CH:32][CH:33]=[CH:34][CH:35]=1)\[CH2:24][CH2:25][C:26]([OH:28])=[O:27], predict the reactants needed to synthesize it. The reactants are: [OH-].[Na+].[CH3:3][C:4]1[O:8][C:7]([C:9]2[CH:14]=[CH:13][CH:12]=[CH:11][CH:10]=2)=[N:6][C:5]=1[CH2:15][O:16][C:17]1[CH:18]=[C:19]([CH:36]=[CH:37][CH:38]=1)[CH2:20][O:21]/[N:22]=[C:23](/[C:30]1[CH:35]=[CH:34][CH:33]=[CH:32][CH:31]=1)\[CH2:24][CH2:25][C:26]([O:28]C)=[O:27].CO.Cl. (2) The reactants are: [Br:1][C:2]1[C:3]([Cl:9])=[N:4][C:5]([CH3:8])=[CH:6][CH:7]=1.[Br:10]N1C(=O)CCC1=O.CC(N=NC(C#N)(C)C)(C#N)C. Given the product [Br:1][C:2]1[C:3]([Cl:9])=[N:4][C:5]([CH2:8][Br:10])=[CH:6][CH:7]=1, predict the reactants needed to synthesize it. (3) Given the product [CH3:23][C:22]([NH:25][C:13]([C:6]1[C:7]2[CH2:8][C@H:9]3[CH2:12][C@H:10]3[C:11]=2[N:4]([CH:1]([CH3:2])[CH3:3])[N:5]=1)=[O:15])([C:16]1[CH:21]=[CH:20][CH:19]=[CH:18][CH:17]=1)[CH3:24], predict the reactants needed to synthesize it. The reactants are: [CH:1]([N:4]1[C:11]2[C@@H:10]3[CH2:12][C@@H:9]3[CH2:8][C:7]=2[C:6]([C:13]([OH:15])=O)=[N:5]1)([CH3:3])[CH3:2].[C:16]1([C:22]([NH2:25])([CH3:24])[CH3:23])[CH:21]=[CH:20][CH:19]=[CH:18][CH:17]=1.